This data is from Reaction yield outcomes from USPTO patents with 853,638 reactions. The task is: Predict the reaction yield, written as a fraction of the theoretical maximum amount of product (1.0 means a 100% yield; for example, 0.34 means a 34% yield). The reactants are [C:1]([C:3]1[CH:4]=[C:5]([C@@H:10]2[C@@H:14]([C:15]3[CH:20]=[CH:19][CH:18]=[C:17]([F:21])[CH:16]=3)[O:13][C:12](=[O:22])[NH:11]2)[C:6]([F:9])=[N:7][CH:8]=1)#[CH:2].Br[C:24]1[CH:29]=[CH:28][N:27]=[C:26]([F:30])[CH:25]=1.C1(P(C2C=CC=CC=2)C2C=CC=CC=2)C=CC=CC=1.CO. The catalyst is C(N(CC)CC)C.[Cu]I.Cl[Pd](Cl)([P](C1C=CC=CC=1)(C1C=CC=CC=1)C1C=CC=CC=1)[P](C1C=CC=CC=1)(C1C=CC=CC=1)C1C=CC=CC=1. The product is [F:9][C:6]1[C:5]([C@@H:10]2[C@@H:14]([C:15]3[CH:20]=[CH:19][CH:18]=[C:17]([F:21])[CH:16]=3)[O:13][C:12](=[O:22])[NH:11]2)=[CH:4][C:3]([C:1]#[C:2][C:24]2[CH:29]=[CH:28][N:27]=[C:26]([F:30])[CH:25]=2)=[CH:8][N:7]=1. The yield is 0.314.